This data is from Reaction yield outcomes from USPTO patents with 853,638 reactions. The task is: Predict the reaction yield, written as a fraction of the theoretical maximum amount of product (1.0 means a 100% yield; for example, 0.34 means a 34% yield). The reactants are Br[C:2]1[C:3](=[O:10])[N:4]([CH3:9])[N:5]=[C:6]([Cl:8])[CH:7]=1.[CH3:11][N:12]1[CH2:18][CH:17]2[N:19]([C:20]3[CH:21]=[CH:22][C:23]([NH2:26])=[N:24][CH:25]=3)[CH:14]([CH2:15][CH2:16]2)[CH2:13]1.CC1(C)C2C(=C(P(C3C=CC=CC=3)C3C=CC=CC=3)C=CC=2)OC2C(P(C3C=CC=CC=3)C3C=CC=CC=3)=CC=CC1=2.C(=O)([O-])[O-].[Cs+].[Cs+]. The catalyst is O1CCOCC1.C1C=CC(/C=C/C(/C=C/C2C=CC=CC=2)=O)=CC=1.C1C=CC(/C=C/C(/C=C/C2C=CC=CC=2)=O)=CC=1.C1C=CC(/C=C/C(/C=C/C2C=CC=CC=2)=O)=CC=1.[Pd].[Pd]. The product is [Cl:8][C:6]1[CH:7]=[C:2]([NH:26][C:23]2[CH:22]=[CH:21][C:20]([N:19]3[C@H:14]4[CH2:15][CH2:16][C@@H:17]3[CH2:18][N:12]([CH3:11])[CH2:13]4)=[CH:25][N:24]=2)[C:3](=[O:10])[N:4]([CH3:9])[N:5]=1. The yield is 0.478.